This data is from Reaction yield outcomes from USPTO patents with 853,638 reactions. The task is: Predict the reaction yield, written as a fraction of the theoretical maximum amount of product (1.0 means a 100% yield; for example, 0.34 means a 34% yield). (1) The reactants are [NH2:1][C:2]1[S:3][C:4]([C:12]2[CH:13]=[CH:14][C:15](=[O:25])[N:16]([CH2:18][C:19]3[CH:24]=[CH:23][CH:22]=[CH:21][CH:20]=3)[CH:17]=2)=[C:5]([C:7]2[O:8][CH:9]=[CH:10][CH:11]=2)[N:6]=1.[C:26](O)(=[O:33])[C:27]1[CH:32]=[CH:31][N:30]=[CH:29][CH:28]=1.C1CN([P+](ON2N=NC3C=CC=CC2=3)(N2CCCC2)N2CCCC2)CC1.F[P-](F)(F)(F)(F)F.C(N(CC)CC)C. The catalyst is CN(C=O)C.O. The product is [CH2:18]([N:16]1[CH:17]=[C:12]([C:4]2[S:3][C:2]([NH:1][C:26]([C:27]3[CH:32]=[CH:31][N:30]=[CH:29][CH:28]=3)=[O:33])=[N:6][C:5]=2[C:7]2[O:8][CH:9]=[CH:10][CH:11]=2)[CH:13]=[CH:14][C:15]1=[O:25])[C:19]1[CH:24]=[CH:23][CH:22]=[CH:21][CH:20]=1. The yield is 0.280. (2) The reactants are C([O-])([O-])=O.[K+].[K+].[CH2:7]([O:9][C:10](=[O:31])[CH2:11][CH2:12][CH2:13][CH2:14][CH2:15][CH2:16][N:17]([C:24]1[CH:29]=[C:28]([OH:30])[CH:27]=[CH:26][N:25]=1)[C:18]1[CH:23]=[CH:22][CH:21]=[CH:20][N:19]=1)[CH3:8].I[CH:33]([CH3:35])[CH3:34].CCOC(C)=O. The catalyst is CN(C=O)C.[Cl-].[Na+].O. The product is [CH2:7]([O:9][C:10](=[O:31])[CH2:11][CH2:12][CH2:13][CH2:14][CH2:15][CH2:16][N:17]([C:24]1[CH:29]=[C:28]([O:30][CH:33]([CH3:35])[CH3:34])[CH:27]=[CH:26][N:25]=1)[C:18]1[CH:23]=[CH:22][CH:21]=[CH:20][N:19]=1)[CH3:8]. The yield is 0.400. (3) The reactants are [CH3:1][O:2][C:3]1[CH:4]=[C:5]([CH2:9][CH2:10][N:11]([C:20]2[CH:25]=[CH:24][CH:23]=[CH:22][CH:21]=2)[C:12]([CH:14]2[CH2:19][CH2:18][CH2:17][CH2:16][CH2:15]2)=O)[CH:6]=[CH:7][CH:8]=1.[BH4-].[Na+]. The catalyst is O=P(Cl)(Cl)Cl.C(Cl)Cl. The product is [CH:14]1([CH:12]2[C:6]3[C:5](=[CH:4][C:3]([O:2][CH3:1])=[CH:8][CH:7]=3)[CH2:9][CH2:10][N:11]2[C:20]2[CH:25]=[CH:24][CH:23]=[CH:22][CH:21]=2)[CH2:19][CH2:18][CH2:17][CH2:16][CH2:15]1. The yield is 0.730.